This data is from NCI-60 drug combinations with 297,098 pairs across 59 cell lines. The task is: Regression. Given two drug SMILES strings and cell line genomic features, predict the synergy score measuring deviation from expected non-interaction effect. (1) Drug 1: CC1=CC2C(CCC3(C2CCC3(C(=O)C)OC(=O)C)C)C4(C1=CC(=O)CC4)C. Drug 2: CC1=C(N=C(N=C1N)C(CC(=O)N)NCC(C(=O)N)N)C(=O)NC(C(C2=CN=CN2)OC3C(C(C(C(O3)CO)O)O)OC4C(C(C(C(O4)CO)O)OC(=O)N)O)C(=O)NC(C)C(C(C)C(=O)NC(C(C)O)C(=O)NCCC5=NC(=CS5)C6=NC(=CS6)C(=O)NCCC[S+](C)C)O. Cell line: TK-10. Synergy scores: CSS=1.94, Synergy_ZIP=-0.552, Synergy_Bliss=2.58, Synergy_Loewe=-7.98, Synergy_HSA=-1.11. (2) Drug 1: CS(=O)(=O)C1=CC(=C(C=C1)C(=O)NC2=CC(=C(C=C2)Cl)C3=CC=CC=N3)Cl. Drug 2: CCN(CC)CCCC(C)NC1=C2C=C(C=CC2=NC3=C1C=CC(=C3)Cl)OC. Cell line: CAKI-1. Synergy scores: CSS=18.0, Synergy_ZIP=1.17, Synergy_Bliss=8.52, Synergy_Loewe=-7.01, Synergy_HSA=7.84. (3) Drug 1: CS(=O)(=O)C1=CC(=C(C=C1)C(=O)NC2=CC(=C(C=C2)Cl)C3=CC=CC=N3)Cl. Drug 2: C1C(C(OC1N2C=C(C(=O)NC2=O)F)CO)O. Cell line: HL-60(TB). Synergy scores: CSS=79.7, Synergy_ZIP=26.5, Synergy_Bliss=27.7, Synergy_Loewe=-7.12, Synergy_HSA=25.7. (4) Drug 1: C1=CC(=C2C(=C1NCCNCCO)C(=O)C3=C(C=CC(=C3C2=O)O)O)NCCNCCO. Synergy scores: CSS=62.3, Synergy_ZIP=-3.48, Synergy_Bliss=-1.59, Synergy_Loewe=-7.51, Synergy_HSA=0.212. Drug 2: CCCCC(=O)OCC(=O)C1(CC(C2=C(C1)C(=C3C(=C2O)C(=O)C4=C(C3=O)C=CC=C4OC)O)OC5CC(C(C(O5)C)O)NC(=O)C(F)(F)F)O. Cell line: DU-145. (5) Drug 2: CC1(CCCN1)C2=NC3=C(C=CC=C3N2)C(=O)N. Synergy scores: CSS=17.8, Synergy_ZIP=-4.97, Synergy_Bliss=-2.74, Synergy_Loewe=-3.91, Synergy_HSA=-0.534. Cell line: OVCAR3. Drug 1: CS(=O)(=O)CCNCC1=CC=C(O1)C2=CC3=C(C=C2)N=CN=C3NC4=CC(=C(C=C4)OCC5=CC(=CC=C5)F)Cl.